From a dataset of Reaction yield outcomes from USPTO patents with 853,638 reactions. Predict the reaction yield, written as a fraction of the theoretical maximum amount of product (1.0 means a 100% yield; for example, 0.34 means a 34% yield). (1) The reactants are [N+](C1C=C(S(O[CH2:14][C@:15]2([CH3:18])[CH2:17][O:16]2)(=O)=O)C=CC=1)([O-])=O.[Cl:19][C:20]1[CH:21]=[CH:22][C:23]([OH:32])=[C:24]([CH2:26][CH2:27][C:28]([O:30][CH3:31])=[O:29])[CH:25]=1.C([O-])([O-])=O.[Cs+].[Cs+].[Cl:39][C:40]1[CH:53]=[CH:52][C:43]([CH2:44][N:45]2[CH2:50][CH2:49][CH:48]([NH2:51])[CH2:47][CH2:46]2)=[CH:42][CH:41]=1. The catalyst is CN(C=O)C. The product is [Cl:19][C:20]1[CH:21]=[CH:22][C:23]([O:32][CH2:14][C@:15]([OH:16])([CH3:18])[CH2:17][NH:51][CH:48]2[CH2:47][CH2:46][N:45]([CH2:44][C:43]3[CH:42]=[CH:41][C:40]([Cl:39])=[CH:53][CH:52]=3)[CH2:50][CH2:49]2)=[C:24]([CH2:26][CH2:27][C:28]([O:30][CH3:31])=[O:29])[CH:25]=1. The yield is 0.560. (2) The reactants are [H-].[Na+].C[C:4](P(OC)(O)=O)([C:6]([O-:8])=[O:7])C.[C:14]([O:18][C:19]([NH:21][CH:22]([CH2:26][C:27]1[CH:32]=[CH:31][C:30]([O:33][C:34]2[CH:39]=[CH:38][CH:37]=[CH:36][C:35]=2[CH:40]=O)=[CH:29][CH:28]=1)[C:23]([OH:25])=[O:24])=[O:20])([CH3:17])([CH3:16])[CH3:15].[CH3:42]CCCCC. The catalyst is C1COCC1. The product is [CH3:42][O:8][C:6](=[O:7])[CH:4]=[CH:40][C:35]1[CH:36]=[CH:37][CH:38]=[CH:39][C:34]=1[O:33][C:30]1[CH:31]=[CH:32][C:27]([CH2:26][CH:22]([NH:21][C:19]([O:18][C:14]([CH3:15])([CH3:17])[CH3:16])=[O:20])[C:23]([OH:25])=[O:24])=[CH:28][CH:29]=1. The yield is 0.980. (3) The reactants are Cl[C:2]1[C:11]2[C:6](=[C:7]([N:12]3[CH:16]=[C:15]([C:17]4[CH:18]=[N:19][N:20]([CH3:22])[CH:21]=4)[N:14]=[CH:13]3)[CH:8]=[CH:9][CH:10]=2)[N:5]=[C:4]([C:23]([F:26])([F:25])[F:24])[CH:3]=1.[C:27]([C:29]1[CH:34]=[CH:33][C:32](B2OC(C)(C)C(C)(C)O2)=[CH:31][C:30]=1[NH:44][CH2:45][CH3:46])#[N:28].C(=O)([O-])[O-:48].[Na+].[Na+].[OH-].[Na+].OO. The catalyst is COCCOC.CS(C)=O.C1C=CC([P]([Pd]([P](C2C=CC=CC=2)(C2C=CC=CC=2)C2C=CC=CC=2)([P](C2C=CC=CC=2)(C2C=CC=CC=2)C2C=CC=CC=2)[P](C2C=CC=CC=2)(C2C=CC=CC=2)C2C=CC=CC=2)(C2C=CC=CC=2)C2C=CC=CC=2)=CC=1.O.C(O)C. The product is [CH2:45]([NH:44][C:30]1[CH:31]=[C:32]([C:2]2[C:11]3[C:6](=[C:7]([N:12]4[CH:16]=[C:15]([C:17]5[CH:18]=[N:19][N:20]([CH3:22])[CH:21]=5)[N:14]=[CH:13]4)[CH:8]=[CH:9][CH:10]=3)[N:5]=[C:4]([C:23]([F:26])([F:25])[F:24])[CH:3]=2)[CH:33]=[CH:34][C:29]=1[C:27]([NH2:28])=[O:48])[CH3:46]. The yield is 0.650. (4) The catalyst is CS(C)=O. The yield is 0.450. The product is [CH3:12][O:11][C:3]1[CH:4]=[C:5]([N+:8]([O-:10])=[O:9])[CH:6]=[CH:7][C:2]=1[N:17]1[CH:18]=[C:14]([CH3:13])[N:15]=[CH:16]1. The reactants are Cl[C:2]1[CH:7]=[CH:6][C:5]([N+:8]([O-:10])=[O:9])=[CH:4][C:3]=1[O:11][CH3:12].[CH3:13][C:14]1[N:15]=[CH:16][NH:17][CH:18]=1.[OH-].[K+]. (5) The reactants are C(OC([NH:8][C:9]1[CH:14]=[CH:13][C:12]([C:15]([CH3:18])([CH3:17])[CH3:16])=[C:11]([NH:19][C:20]([C:22]2[C:31](=[O:32])[C:30]3[C:25](=[CH:26][CH:27]=[CH:28][CH:29]=3)[NH:24][CH:23]=2)=[O:21])[CH:10]=1)=O)(C)(C)C.C(O)(C(F)(F)F)=O. The product is [NH2:8][C:9]1[CH:14]=[CH:13][C:12]([C:15]([CH3:18])([CH3:17])[CH3:16])=[C:11]([NH:19][C:20]([C:22]2[C:31](=[O:32])[C:30]3[C:25](=[CH:26][CH:27]=[CH:28][CH:29]=3)[NH:24][CH:23]=2)=[O:21])[CH:10]=1. The yield is 0.560. The catalyst is C(Cl)Cl. (6) The reactants are C(N(CC)CC)C.CS(Cl)(=O)=O.[Si:13]([O:20][CH2:21][C:22]([CH3:68])([CH3:67])[CH2:23][N:24]1[C:30]2[CH:31]=[CH:32][C:33]([Cl:35])=[CH:34][C:29]=2[C@@H:28]([C:36]2[CH:41]=[CH:40][CH:39]=[C:38]([O:42][CH3:43])[C:37]=2[O:44][CH3:45])[O:27][C@H:26]([CH2:46][C:47]2[S:48][C:49]([CH:52]([CH:58](O)[C:59]3[CH:64]=[CH:63][CH:62]=[CH:61][CH:60]=3)[C:53]([O:55][CH2:56][CH3:57])=[O:54])=[CH:50][N:51]=2)[C:25]1=[O:66])([C:16]([CH3:19])([CH3:18])[CH3:17])([CH3:15])[CH3:14].C1CCN2C(=NCCC2)CC1. The catalyst is C1COCC1.O. The product is [Si:13]([O:20][CH2:21][C:22]([CH3:67])([CH3:68])[CH2:23][N:24]1[C:30]2[CH:31]=[CH:32][C:33]([Cl:35])=[CH:34][C:29]=2[C@@H:28]([C:36]2[CH:41]=[CH:40][CH:39]=[C:38]([O:42][CH3:43])[C:37]=2[O:44][CH3:45])[O:27][C@H:26]([CH2:46][C:47]2[S:48][C:49](/[C:52](=[CH:58]\[C:59]3[CH:60]=[CH:61][CH:62]=[CH:63][CH:64]=3)/[C:53]([O:55][CH2:56][CH3:57])=[O:54])=[CH:50][N:51]=2)[C:25]1=[O:66])([C:16]([CH3:17])([CH3:18])[CH3:19])([CH3:15])[CH3:14]. The yield is 0.440.